From a dataset of Full USPTO retrosynthesis dataset with 1.9M reactions from patents (1976-2016). Predict the reactants needed to synthesize the given product. (1) Given the product [NH2:49][C:43]1[O:44][CH2:45][C:46]([F:47])([F:48])[C@:41]([C:39]2[CH:40]=[C:35]([NH:34][C:31]([C:28]3[CH:27]=[N:26][C:25]([O:24][CH2:20][C:21]#[C:22][CH3:23])=[CH:30][N:29]=3)=[O:33])[CH:36]=[CH:37][C:38]=2[F:51])([CH3:50])[N:42]=1, predict the reactants needed to synthesize it. The reactants are: O.[Cl-].COC1N=C(OC)N=C([N+]2(C)CCOCC2)N=1.[CH2:20]([O:24][C:25]1[N:26]=[CH:27][C:28]([C:31]([OH:33])=O)=[N:29][CH:30]=1)[C:21]#[C:22][CH3:23].[NH2:34][C:35]1[CH:36]=[CH:37][C:38]([F:51])=[C:39]([C@:41]2([CH3:50])[C:46]([F:48])([F:47])[CH2:45][O:44][C:43]([NH2:49])=[N:42]2)[CH:40]=1.C(OCC)(=O)C. (2) Given the product [Br:1][C:2]1[CH:7]=[CH:6][C:5]([O:8][C:10]2[CH:15]=[CH:14][CH:13]=[CH:12][CH:11]=2)=[CH:4][C:3]=1[Cl:9], predict the reactants needed to synthesize it. The reactants are: [Br:1][C:2]1[CH:7]=[CH:6][C:5]([OH:8])=[CH:4][C:3]=1[Cl:9].[C:10]1(B(O)O)[CH:15]=[CH:14][CH:13]=[CH:12][CH:11]=1. (3) The reactants are: [CH3:1][C@@:2]12[C:21](OS(C(F)(F)F)(=O)=O)=[CH:20][CH2:19][C@H:3]1[C@H:4]1[C@H:9]([CH2:10][CH2:11]2)[C@:8]([CH2:13][CH2:14][C:15]([OH:17])=[O:16])([CH3:12])[C:7](=[O:18])[CH2:6][CH2:5]1.[N:30]1[CH:35]=[CH:34][CH:33]=[C:32](B(O)O)[CH:31]=1.C([O-])([O-])=O.[Na+].[Na+]. Given the product [CH3:1][C@@:2]12[C:21]([C:32]3[CH:31]=[N:30][CH:35]=[CH:34][CH:33]=3)=[CH:20][CH2:19][C@H:3]1[C@H:4]1[C@H:9]([CH2:10][CH2:11]2)[C@:8]([CH2:13][CH2:14][C:15]([OH:17])=[O:16])([CH3:12])[C:7](=[O:18])[CH2:6][CH2:5]1, predict the reactants needed to synthesize it. (4) Given the product [N+:20]([C:15]1[CH:16]=[N:17][CH:18]=[CH:19][C:14]=1[N:4]1[CH2:5][CH2:6][C:7]2[C:12](=[CH:11][CH:10]=[CH:9][CH:8]=2)[CH2:3]1)([O-:22])=[O:21], predict the reactants needed to synthesize it. The reactants are: [H-].[Na+].[CH2:3]1[C:12]2[C:7](=[CH:8][CH:9]=[CH:10][CH:11]=2)[CH2:6][CH2:5][NH:4]1.Cl[C:14]1[CH:19]=[CH:18][N:17]=[CH:16][C:15]=1[N+:20]([O-:22])=[O:21]. (5) Given the product [CH3:1][O:2][C:3]1[CH:4]=[C:5]([CH:8]=[CH:9][C:10]=1[N:11]1[CH:15]=[N:14][C:13]([CH3:16])=[N:12]1)[C:6]([NH:7][N:21]1[CH2:26][CH2:25][CH2:24][CH:23]([C:27]2[CH:32]=[CH:31][CH:30]=[CH:29][C:28]=2[C:33]([F:36])([F:35])[F:34])[C:22]1=[O:37])=[O:58], predict the reactants needed to synthesize it. The reactants are: [CH3:1][O:2][C:3]1[CH:4]=[C:5]([CH:8]=[CH:9][C:10]=1[N:11]1[CH:15]=[N:14][C:13]([CH3:16])=[N:12]1)[C:6]#[N:7].[OH-].[Na+].Cl.N[N:21]1[CH2:26][CH2:25][CH2:24][CH:23]([C:27]2[CH:32]=[CH:31][CH:30]=[CH:29][C:28]=2[C:33]([F:36])([F:35])[F:34])[C:22]1=[O:37].CCN=C=NCCCN(C)C.C1C=CC2N([OH:58])N=NC=2C=1.C(N(C(C)C)C(C)C)C. (6) Given the product [C:1]([O:5][C:6]([N:8]1[CH2:9][CH:10]([C:12](=[O:14])[NH:21][CH2:20][CH2:19][C:18]([O:17][CH3:16])=[O:22])[CH2:11]1)=[O:7])([CH3:2])([CH3:3])[CH3:4], predict the reactants needed to synthesize it. The reactants are: [C:1]([O:5][C:6]([N:8]1[CH2:11][CH:10]([C:12]([OH:14])=O)[CH2:9]1)=[O:7])([CH3:4])([CH3:3])[CH3:2].Cl.[CH3:16][O:17][C:18](=[O:22])[CH2:19][CH2:20][NH2:21].C(N(C(C)C)CC)(C)C.CCN=C=NCCCN(C)C.CN(C1C=CC=CN=1)C. (7) Given the product [CH:11]1([C:14]2[O:15][C:2]([C:1]([O:7][CH2:8][CH3:9])=[O:6])=[C:3]([CH3:5])[N:16]=2)[CH2:13][CH2:12]1, predict the reactants needed to synthesize it. The reactants are: [C:1]([O:7][CH2:8][CH2:9]Cl)(=[O:6])[CH2:2][C:3]([CH3:5])=O.[CH:11]1([C:14]([NH2:16])=[O:15])[CH2:13][CH2:12]1.